From a dataset of Peptide-MHC class II binding affinity with 134,281 pairs from IEDB. Regression. Given a peptide amino acid sequence and an MHC pseudo amino acid sequence, predict their binding affinity value. This is MHC class II binding data. (1) The peptide sequence is NAGFKAALAAAAGVP. The MHC is DRB1_1101 with pseudo-sequence DRB1_1101. The binding affinity (normalized) is 0.630. (2) The MHC is HLA-DQA10401-DQB10402 with pseudo-sequence HLA-DQA10401-DQB10402. The binding affinity (normalized) is 0.516. The peptide sequence is AAATQGTTVYGAFAA. (3) The binding affinity (normalized) is 0.223. The MHC is DRB5_0101 with pseudo-sequence DRB5_0101. The peptide sequence is LRAHRLHQLAFDTYQ. (4) The peptide sequence is AQNGVQAMSSLGSSL. The MHC is HLA-DQA10501-DQB10201 with pseudo-sequence HLA-DQA10501-DQB10201. The binding affinity (normalized) is 0.269.